From a dataset of Catalyst prediction with 721,799 reactions and 888 catalyst types from USPTO. Predict which catalyst facilitates the given reaction. (1) Reactant: [OH:1][CH:2]([CH2:6][O:7][C:8]1[CH:13]=[CH:12][C:11]([C:14](=[N:16][O:17][CH2:18][C:19]2[CH:24]=[CH:23][C:22]([C:25]([F:28])([F:27])[F:26])=[CH:21][CH:20]=2)[CH3:15])=[CH:10][CH:9]=1)[C:3](O)=[O:4].Cl.C([N:32]=C=NCCCN(C)C)C.N1C2C(O)=CC=CC=2N=N1.C(N1CCOCC1)C. Product: [OH:1][CH:2]([CH2:6][O:7][C:8]1[CH:13]=[CH:12][C:11]([C:14](=[N:16][O:17][CH2:18][C:19]2[CH:24]=[CH:23][C:22]([C:25]([F:28])([F:27])[F:26])=[CH:21][CH:20]=2)[CH3:15])=[CH:10][CH:9]=1)[C:3]([NH2:32])=[O:4]. The catalyst class is: 18. (2) Reactant: Cl.[OH:2][C@H:3]1[CH2:8][CH2:7][CH2:6][NH:5][CH2:4]1.C(N(C(C)C)CC)(C)C.[C:18]([O:22][C:23](O[C:23]([O:22][C:18]([CH3:21])([CH3:20])[CH3:19])=[O:24])=[O:24])([CH3:21])([CH3:20])[CH3:19]. Product: [C:18]([O:22][C:23]([N:5]1[CH2:6][CH2:7][CH2:8][C@H:3]([OH:2])[CH2:4]1)=[O:24])([CH3:21])([CH3:20])[CH3:19]. The catalyst class is: 143. (3) Reactant: [CH2:1]([O:3][C:4]([C:6]1[CH:7]=[C:8]([C:19](O)=[O:20])[CH:9]=[C:10]([C:12]2[CH:17]=[CH:16][C:15]([CH3:18])=[CH:14][CH:13]=2)[CH:11]=1)=[O:5])[CH3:2].Cl.CN(C)CCCN=C=NCC.O.ON1C2C=CC=CC=2N=N1.Cl.[OH:46][CH:47]1[CH2:50][NH:49][CH2:48]1.C(N(CC)C(C)C)(C)C. Product: [OH:46][CH:47]1[CH2:50][N:49]([C:19]([C:8]2[CH:7]=[C:6]([C:4]([O:3][CH2:1][CH3:2])=[O:5])[CH:11]=[C:10]([C:12]3[CH:17]=[CH:16][C:15]([CH3:18])=[CH:14][CH:13]=3)[CH:9]=2)=[O:20])[CH2:48]1. The catalyst class is: 2.